Dataset: Catalyst prediction with 721,799 reactions and 888 catalyst types from USPTO. Task: Predict which catalyst facilitates the given reaction. (1) Reactant: [CH2:1]([O:8][C:9]1[CH:10]=[C:11]([CH:15]=[C:16]([O:18][C@H:19]([CH3:23])[CH2:20][O:21][CH3:22])[CH:17]=1)[C:12]([OH:14])=O)[C:2]1[CH:7]=[CH:6][CH:5]=[CH:4][CH:3]=1.C(Cl)(=O)C(Cl)=O.[CH3:30][N:31]1[CH:35]=[CH:34][C:33]([NH2:36])=[N:32]1.C(N(CC)CC)C. Product: [CH2:1]([O:8][C:9]1[CH:10]=[C:11]([CH:15]=[C:16]([O:18][C@H:19]([CH3:23])[CH2:20][O:21][CH3:22])[CH:17]=1)[C:12]([NH:36][C:33]1[CH:34]=[CH:35][N:31]([CH3:30])[N:32]=1)=[O:14])[C:2]1[CH:3]=[CH:4][CH:5]=[CH:6][CH:7]=1. The catalyst class is: 85. (2) Reactant: [CH3:1][O:2][C:3]1[CH:4]=[CH:5][C:6]2[C:14]3[C:10](=[C:11]([C:15]([O:17][CH3:18])=[O:16])[NH:12][N:13]=3)[CH:9]=[C:8]([CH3:19])[C:7]=2[CH:20]=1.CC(C)([O-])C.[Li+].[C:27]([NH:34][CH2:35][CH2:36][CH2:37]Br)([O:29][C:30]([CH3:33])([CH3:32])[CH3:31])=[O:28]. Product: [C:30]([O:29][C:27]([NH:34][CH2:35][CH2:36][CH2:37][N:12]1[C:11]([C:15]([O:17][CH3:18])=[O:16])=[C:10]2[C:14]([C:6]3[CH:5]=[CH:4][C:3]([O:2][CH3:1])=[CH:20][C:7]=3[C:8]([CH3:19])=[CH:9]2)=[N:13]1)=[O:28])([CH3:33])([CH3:32])[CH3:31]. The catalyst class is: 198. (3) Reactant: CN(C)C=O.[H-].[Na+].[CH3:8][C:9]1[C:17]([CH3:18])=[CH:16][CH:15]=[C:14]2[C:10]=1[CH:11]=[C:12]([C:19]([O:21][CH2:22][CH3:23])=[O:20])[NH:13]2.Br[CH2:25][CH2:26][CH2:27][C:28]#[N:29]. Product: [CH3:8][C:9]1[C:17]([CH3:18])=[CH:16][CH:15]=[C:14]2[C:10]=1[CH:11]=[C:12]([C:19]([O:21][CH2:22][CH3:23])=[O:20])[N:13]2[CH2:25][CH2:26][CH2:27][C:28]#[N:29]. The catalyst class is: 13. (4) Reactant: [Cl:1][C:2]1[CH:7]=[CH:6][C:5]([F:8])=[CH:4][C:3]=1[C:9]#[C:10][Si](C)(C)C.C(=O)([O-])[O-].[K+].[K+]. Product: [Cl:1][C:2]1[CH:7]=[CH:6][C:5]([F:8])=[CH:4][C:3]=1[C:9]#[CH:10]. The catalyst class is: 459. (5) Reactant: [F:1][C:2]1[CH:7]=[CH:6][C:5]([C:8]([C:10]2[N:19]=[C:18]([NH:20][C:21]3[CH:25]=[C:24]([CH3:26])[NH:23][N:22]=3)[C:17]3[C:12](=[CH:13][CH:14]=[CH:15][CH:16]=3)[N:11]=2)=[O:9])=[CH:4][CH:3]=1.C(O)(C)C.O. Product: [F:1][C:2]1[CH:7]=[CH:6][C:5]([CH:8]([C:10]2[N:19]=[C:18]([NH:20][C:21]3[CH:25]=[C:24]([CH3:26])[NH:23][N:22]=3)[C:17]3[C:12](=[CH:13][CH:14]=[CH:15][CH:16]=3)[N:11]=2)[OH:9])=[CH:4][CH:3]=1. The catalyst class is: 16. (6) Reactant: CO[CH:3](OC)[CH2:4][S:5][C:6]1[CH:11]=[CH:10][CH:9]=[CH:8][C:7]=1[Br:12]. Product: [Br:12][C:7]1[C:6]2[S:5][CH:4]=[CH:3][C:11]=2[CH:10]=[CH:9][CH:8]=1. The catalyst class is: 159. (7) Reactant: [CH3:1][C:2]([O:5][C:6]([N:8]1[CH2:13][CH2:12][CH:11]([C:14]2[CH:19]=[CH:18][C:17]([N:20]3[CH2:24][C@H:23]([CH2:25]OS(C)(=O)=O)[O:22][C:21]3=[O:31])=[CH:16][C:15]=2[F:32])[CH2:10][CH2:9]1)=[O:7])([CH3:4])[CH3:3].[N-:33]=[N+:34]=[N-:35].[Na+]. Product: [CH3:4][C:2]([O:5][C:6]([N:8]1[CH2:9][CH2:10][CH:11]([C:14]2[CH:19]=[CH:18][C:17]([N:20]3[CH2:24][C@H:23]([CH2:25][N:33]=[N+:34]=[N-:35])[O:22][C:21]3=[O:31])=[CH:16][C:15]=2[F:32])[CH2:12][CH2:13]1)=[O:7])([CH3:1])[CH3:3]. The catalyst class is: 42. (8) Reactant: [C:1]([N:8]1[CH2:13][C@@H:12]([CH3:14])[N:11](CC2C=CC=CC=2)[CH2:10][C@@H:9]1[CH2:22][CH3:23])([O:3][C:4]([CH3:7])([CH3:6])[CH3:5])=[O:2].[C:24]([OH:27])(=[O:26])[CH3:25].C(Cl)Cl.CCOCC. Product: [C:24]([OH:27])(=[O:26])[CH3:25].[C:1]([N:8]1[CH2:13][C@@H:12]([CH3:14])[NH:11][CH2:10][C@@H:9]1[CH2:22][CH3:23])([O:3][C:4]([CH3:7])([CH3:6])[CH3:5])=[O:2]. The catalyst class is: 19. (9) Reactant: Cl[C:2]1[C:3]2[CH:10]=[CH:9][N:8]([C@@H:11]3[O:33][C@H:32]([CH2:34][O:35][C:36](=[O:43])[C:37]4[CH:42]=[CH:41][CH:40]=[CH:39][CH:38]=4)[C@@H:22]([O:23][C:24](=[O:31])[C:25]4[CH:30]=[CH:29][CH:28]=[CH:27][CH:26]=4)[C@H:12]3[O:13][C:14](=[O:21])[C:15]3[CH:20]=[CH:19][CH:18]=[CH:17][CH:16]=3)[C:4]=2[N:5]=[CH:6][N:7]=1.[CH3:44][Al](C)C.[NH4+].[Cl-].C. Product: [CH3:44][C:2]1[C:3]2[CH:10]=[CH:9][N:8]([C@@H:11]3[O:33][C@H:32]([CH2:34][O:35][C:36](=[O:43])[C:37]4[CH:38]=[CH:39][CH:40]=[CH:41][CH:42]=4)[C@@H:22]([O:23][C:24](=[O:31])[C:25]4[CH:30]=[CH:29][CH:28]=[CH:27][CH:26]=4)[C@H:12]3[O:13][C:14](=[O:21])[C:15]3[CH:16]=[CH:17][CH:18]=[CH:19][CH:20]=3)[C:4]=2[N:5]=[CH:6][N:7]=1. The catalyst class is: 176. (10) Reactant: C[O:2][C:3](=O)[C:4]1[CH:9]=[C:8]([CH3:10])[N:7]=[C:6]([CH2:11][OH:12])[CH:5]=1.[NH3:14]. Product: [OH:12][CH2:11][C:6]1[CH:5]=[C:4]([CH:9]=[C:8]([CH3:10])[N:7]=1)[C:3]([NH2:14])=[O:2]. The catalyst class is: 5.